From a dataset of HIV replication inhibition screening data with 41,000+ compounds from the AIDS Antiviral Screen. Binary Classification. Given a drug SMILES string, predict its activity (active/inactive) in a high-throughput screening assay against a specified biological target. (1) The molecule is O=C1Nc2ccccc2C1=NNC(=S)Nc1ccc([N+](=O)[O-])cc1. The result is 0 (inactive). (2) The drug is ClP1(Cl)=NP(Cl)(Cl)=NP(Cl)(Cl)=N1. The result is 0 (inactive). (3) The compound is CC(NC(=O)C(NC(=O)OC(C)(C)C)C(C)C)C(=O)N1CCCC1C(=O)NCC(=O)NC(C(=O)NCC(=O)OCc1ccccc1)C(C)C. The result is 0 (inactive). (4) The drug is CN(C)C(=O)Oc1ccc(C=NO)[n+](C)c1.[I-]. The result is 0 (inactive). (5) The compound is CCC1OC(=O)C(C)C(OC2CC(C)(OC)C(O)C(C)O2)C(C)C(OC2OC(C)CC(N(C)C)C2O)C(C)(O)CC(C)CN(C)C(C)C(O)C1(C)O. The result is 0 (inactive). (6) The compound is CN1C(=O)C2c3c([nH]c4ccccc34)C3Nc4ccccc4C3C2C1=O. The result is 0 (inactive). (7) The molecule is Cn1nnnc1SC(F)(F)c1nc2ccccc2o1. The result is 0 (inactive). (8) The compound is CCCCC(C)CCCC1=C(O)C(=CC(=O)O)OC1=O. The result is 1 (active). (9) The molecule is COc1cc(-c2cc(=O)c3c(O)c(OC)c(OC)cc3o2)ccc1O. The result is 0 (inactive). (10) The drug is CCCCCC(=O)NC(=S)Nc1nnn[nH]1. The result is 0 (inactive).